Dataset: Experimentally validated miRNA-target interactions with 360,000+ pairs, plus equal number of negative samples. Task: Binary Classification. Given a miRNA mature sequence and a target amino acid sequence, predict their likelihood of interaction. (1) The miRNA is hsa-miR-520c-5p with sequence CUCUAGAGGGAAGCACUUUCUG. The protein sequence of the target gene is MALKDYAIEKEKVKKFLQEFYYENELGKKQFKYGTQLVHLAHREQVALYVDLDDIAEDDPELVDSICENAKRYSRLFGDVVQELLPEYKEKEVVNKDVLDVYIEHRLMMEQRSRDPGAVRNPQNQYPSELMRRFELYFRGPSSSKPRVIREVRADSVGKLLTVRGIVTRVSEVKPRMVVATYTCDQCGAETYQPIQSPTFMPLIMCPSQECQTNRSGGRLYLQTRGSKFVKFQEMKIQEHSDQVPVGNIPRSITVVLEGENTRIAQPGDHVSVTGIFLPVLRTGFQQMAQGLLSETYLEA.... Result: 0 (no interaction). (2) The miRNA is hsa-miR-133b with sequence UUUGGUCCCCUUCAACCAGCUA. The protein sequence of the target gene is MEFRQEEFRKLAGRALGRLHRLLEKRQEGAETLELSADGRPVTTHTRDPPVVDCTCFGLPRRYIIAIMSGLGFCISFGIRCNLGVAIVSMVNNSTTHRGGHVVVQKAQFNWDPETVGLIHGSFFWGYIVTQIPGGFICQKFAANRVFGFAIVATSTLNMLIPSAARVHYGCVIFVRILQGLVEGVTYPACHGIWSKWAPPLERSRLATTAFCGSYAGAVVAMPLAGVLVQYSGWSSVFYVYGSFGIFWYLFWLLVSYESPALHPSISEEERKYIEDAIGESAKLMNPVTKFNTPWRRFFT.... Result: 0 (no interaction). (3) The miRNA is hsa-miR-4315 with sequence CCGCUUUCUGAGCUGGAC. The protein sequence of the target gene is MAFLRKVNQVLLLLLVLTLCGILYKKVHKGAVLKDKADVDSESPEDMEEEIPVVICAAAGRMGAAMAAINSIYSNTDANLVFYVVGLRSTLPRIRKWIEHSKLREINFKIVEFNPTVLKGKIRPDSSRPELLQPLNFVRFYLPLLVHQHEKVIYLDDDVIVQGDIQELYDTTLALGHAAAFSDDCDLPSAQDIHRLVGLQNTYMGYLDYRKKTIKDLGISPSTCSFNPGVIVANMTEWKHQRITKQLEKWMQKNVEENLYSSSLGGGVATSPMLIVFHGKYSTINPLWHIRHLGWNPDAR.... Result: 0 (no interaction).